From a dataset of Full USPTO retrosynthesis dataset with 1.9M reactions from patents (1976-2016). Predict the reactants needed to synthesize the given product. Given the product [N+:1]([C:4]1[CH:5]=[C:6]([S:10]([CH3:13])(=[N:12][C:18](=[O:19])[NH:17][CH:14]([CH3:16])[CH3:15])=[O:11])[CH:7]=[CH:8][CH:9]=1)([O-:3])=[O:2], predict the reactants needed to synthesize it. The reactants are: [N+:1]([C:4]1[CH:5]=[C:6]([S:10]([CH3:13])(=[NH:12])=[O:11])[CH:7]=[CH:8][CH:9]=1)([O-:3])=[O:2].[CH:14]([N:17]=[C:18]=[O:19])([CH3:16])[CH3:15].